From a dataset of Peptide-MHC class I binding affinity with 185,985 pairs from IEDB/IMGT. Regression. Given a peptide amino acid sequence and an MHC pseudo amino acid sequence, predict their binding affinity value. This is MHC class I binding data. (1) The peptide sequence is AIEPSGNNY. The MHC is HLA-A31:01 with pseudo-sequence HLA-A31:01. The binding affinity (normalized) is 0. (2) The peptide sequence is YLCTFMIIT. The MHC is HLA-A02:01 with pseudo-sequence HLA-A02:01. The binding affinity (normalized) is 0.587. (3) The peptide sequence is VPPFPRTAF. The MHC is HLA-A11:01 with pseudo-sequence HLA-A11:01. The binding affinity (normalized) is 0.0847. (4) The peptide sequence is TSRNKRGVF. The MHC is Mamu-A02 with pseudo-sequence Mamu-A02. The binding affinity (normalized) is 0.357.